The task is: Predict the reaction yield, written as a fraction of the theoretical maximum amount of product (1.0 means a 100% yield; for example, 0.34 means a 34% yield).. This data is from Reaction yield outcomes from USPTO patents with 853,638 reactions. (1) The reactants are O1CCCCC1[N:7]1[CH:11]=[N:10][C:9]([C:12]2[N:17]=[CH:16][C:15]([C:18]3[N:19]=[C:20]4[N:27]([CH:28]5[CH2:33][CH2:32][O:31][CH2:30][CH2:29]5)[CH2:26][C:25](=[O:34])[NH:24][C:21]4=[N:22][CH:23]=3)=[CH:14][CH:13]=2)=[N:8]1.O1CCC(N2C3C(=NC=C([Sn](C)(C)C)N=3)NC(=O)C2)CC1.BrC1C=CC(C2N=CN(C3CCCCO3)N=2)=NC=1.C1(C)C=CC=CC=1P(C1C=CC=CC=1C)C1C=CC=CC=1C.C(N(CC)CC)C. The catalyst is C1C=CC(/C=C/C(/C=C/C2C=CC=CC=2)=O)=CC=1.C1C=CC(/C=C/C(/C=C/C2C=CC=CC=2)=O)=CC=1.C1C=CC(/C=C/C(/C=C/C2C=CC=CC=2)=O)=CC=1.[Pd].[Pd].CN(C)C=O. The product is [NH:7]1[CH:11]=[N:10][C:9]([C:12]2[N:17]=[CH:16][C:15]([C:18]3[N:19]=[C:20]4[N:27]([CH:28]5[CH2:29][CH2:30][O:31][CH2:32][CH2:33]5)[CH2:26][C:25](=[O:34])[NH:24][C:21]4=[N:22][CH:23]=3)=[CH:14][CH:13]=2)=[N:8]1. The yield is 0.390. (2) The reactants are [C:1]1([CH2:7][CH2:8][C:9](Cl)=[O:10])[CH:6]=[CH:5][CH:4]=[CH:3][CH:2]=1.C(N(CC)CC)C.[NH:19]1[CH2:24][CH2:23][CH:22]([CH2:25][N:26]2[C:34]3[C:29](=[N:30][C:31]([C:35]4[CH:36]=[N:37][N:38]([CH:40]5[CH2:45][CH2:44][CH2:43][CH2:42][O:41]5)[CH:39]=4)=[CH:32][CH:33]=3)[CH:28]=[CH:27]2)[CH2:21][CH2:20]1.CO.ClCCl. The catalyst is ClCCl.O. The product is [C:1]1([CH2:7][CH2:8][C:9]([N:19]2[CH2:20][CH2:21][CH:22]([CH2:25][N:26]3[C:34]4[C:29](=[N:30][C:31]([C:35]5[CH:36]=[N:37][N:38]([CH:40]6[CH2:45][CH2:44][CH2:43][CH2:42][O:41]6)[CH:39]=5)=[CH:32][CH:33]=4)[CH:28]=[CH:27]3)[CH2:23][CH2:24]2)=[O:10])[CH:6]=[CH:5][CH:4]=[CH:3][CH:2]=1. The yield is 0.610. (3) The reactants are [CH3:1][C:2]1[CH:7]=[C:6]([C:8]2[CH:13]=[CH:12][CH:11]=[CH:10][CH:9]=2)[C:5]([O:14]C)=[C:4]([C:16]2[CH:21]=[CH:20][CH:19]=[CH:18][CH:17]=2)[CH:3]=1.O.C(OCC)C. The catalyst is C(Cl)Cl. The product is [CH3:1][C:2]1[CH:3]=[C:4]([C:16]2[CH:21]=[CH:20][CH:19]=[CH:18][CH:17]=2)[C:5]([OH:14])=[C:6]([C:8]2[CH:13]=[CH:12][CH:11]=[CH:10][CH:9]=2)[CH:7]=1. The yield is 0.890. (4) The reactants are [C:1]1(B(O)O)[CH:6]=[CH:5][CH:4]=[CH:3][CH:2]=1.C(=O)([O-])[O-].[Na+].[Na+].Br[C:17]1[C:18]([N:35]2[CH2:40][CH2:39][CH2:38][C@@H:37]([NH:41][C:42](=[O:48])[O:43][C:44]([CH3:47])([CH3:46])[CH3:45])[CH2:36]2)=[C:19]2[C:25]([NH:26][C:27](=[O:34])[C:28]3[CH:33]=[CH:32][CH:31]=[N:30][CH:29]=3)=[CH:24][NH:23][C:20]2=[N:21][CH:22]=1.CC#N.O. The catalyst is O1CCOCC1.C1C=CC([P]([Pd]([P](C2C=CC=CC=2)(C2C=CC=CC=2)C2C=CC=CC=2)([P](C2C=CC=CC=2)(C2C=CC=CC=2)C2C=CC=CC=2)[P](C2C=CC=CC=2)(C2C=CC=CC=2)C2C=CC=CC=2)(C2C=CC=CC=2)C2C=CC=CC=2)=CC=1. The product is [C:27]([NH:26][C:25]1[C:19]2[C:20](=[N:21][CH:22]=[C:17]([C:1]3[CH:6]=[CH:5][CH:4]=[CH:3][CH:2]=3)[C:18]=2[N:35]2[CH2:40][CH2:39][CH2:38][C@@H:37]([NH:41][C:42](=[O:48])[O:43][C:44]([CH3:46])([CH3:45])[CH3:47])[CH2:36]2)[NH:23][CH:24]=1)(=[O:34])[C:28]1[CH:33]=[CH:32][CH:31]=[N:30][CH:29]=1. The yield is 0.600.